This data is from Catalyst prediction with 721,799 reactions and 888 catalyst types from USPTO. The task is: Predict which catalyst facilitates the given reaction. (1) Reactant: [CH2:1]([NH2:3])[CH3:2].CO.C([O:8][C:9]([C:11]1[CH:15]=[C:14]([C:16]2[CH:21]=[C:20]([Cl:22])[C:19]([O:23][CH2:24][C:25]3[CH:30]=[CH:29][CH:28]=[CH:27][CH:26]=3)=[CH:18][C:17]=2[O:31][CH2:32][C:33]2[CH:38]=[CH:37][CH:36]=[CH:35][CH:34]=2)[O:13][N:12]=1)=O)C. Product: [CH2:1]([NH:3][C:9]([C:11]1[CH:15]=[C:14]([C:16]2[CH:21]=[C:20]([Cl:22])[C:19]([O:23][CH2:24][C:25]3[CH:30]=[CH:29][CH:28]=[CH:27][CH:26]=3)=[CH:18][C:17]=2[O:31][CH2:32][C:33]2[CH:38]=[CH:37][CH:36]=[CH:35][CH:34]=2)[O:13][N:12]=1)=[O:8])[CH3:2]. The catalyst class is: 8. (2) Reactant: Br/[CH:2]=[CH:3]/[C:4]1[C:5](=[O:19])[NH:6][C:7](=[O:18])[N:8]([CH:17]=1)[C@@H:9]1[O:16][C@H:13]([CH2:14][OH:15])[C@@H:11]([OH:12])[CH2:10]1.C(N(CC)C(C)C)(C)C.[CH3:29][Si:30]([C:33]#[CH:34])([CH3:32])[CH3:31]. Product: [CH3:29][Si:30]([CH3:32])([CH3:31])[C:33]#[C:34]/[CH:2]=[CH:3]/[C:4]1[C:5](=[O:19])[NH:6][C:7](=[O:18])[N:8]([CH:17]=1)[C@@H:9]1[O:16][C@H:13]([CH2:14][OH:15])[C@@H:11]([OH:12])[CH2:10]1. The catalyst class is: 441. (3) Reactant: [NH:1]1[CH2:6][CH2:5][CH2:4][CH:3]([CH2:7][OH:8])[CH2:2]1.[Cl:9][C:10]1[CH:15]=[CH:14][C:13]([C:16]2([C:21](O)=[O:22])[CH2:20][CH2:19][CH2:18][CH2:17]2)=[CH:12][CH:11]=1.C(N(C(C)C)CC)(C)C.C1CN([P+](Br)(N2CCCC2)N2CCCC2)CC1.F[P-](F)(F)(F)(F)F. Product: [Cl:9][C:10]1[CH:11]=[CH:12][C:13]([C:16]2([C:21]([N:1]3[CH2:6][CH2:5][CH2:4][CH:3]([CH2:7][OH:8])[CH2:2]3)=[O:22])[CH2:20][CH2:19][CH2:18][CH2:17]2)=[CH:14][CH:15]=1. The catalyst class is: 4. (4) Reactant: Cl[CH2:2][CH2:3][CH2:4][O:5][C:6]1[NH:7][C:8]2[C:13]([C:14]=1[C:15]([O:17][CH3:18])=[O:16])=[CH:12][CH:11]=[CH:10][CH:9]=2.[OH-].[Na+]. Product: [O:5]1[C:6]2=[C:14]([C:15]([O:17][CH3:18])=[O:16])[C:13]3[CH:12]=[CH:11][CH:10]=[CH:9][C:8]=3[N:7]2[CH2:2][CH2:3][CH2:4]1. The catalyst class is: 11. (5) Reactant: [C:1]([O:5][C:6]([NH:8][C@@H:9]([C:13]([CH3:16])([CH3:15])[CH3:14])[C:10](O)=[O:11])=[O:7])([CH3:4])([CH3:3])[CH3:2].Cl.CN.[CH2:20]([N:22](CC)CC)C. Product: [CH3:20][NH:22][C:10](=[O:11])[C@@H:9]([NH:8][C:6]([O:5][C:1]([CH3:4])([CH3:3])[CH3:2])=[O:7])[C:13]([CH3:16])([CH3:15])[CH3:14]. The catalyst class is: 4.